Regression. Given a peptide amino acid sequence and an MHC pseudo amino acid sequence, predict their binding affinity value. This is MHC class I binding data. From a dataset of Peptide-MHC class I binding affinity with 185,985 pairs from IEDB/IMGT. The peptide sequence is TVIKTLLEV. The MHC is HLA-A02:03 with pseudo-sequence HLA-A02:03. The binding affinity (normalized) is 0.634.